This data is from Reaction yield outcomes from USPTO patents with 853,638 reactions. The task is: Predict the reaction yield, written as a fraction of the theoretical maximum amount of product (1.0 means a 100% yield; for example, 0.34 means a 34% yield). The reactants are [OH:1][C:2]1[CH:3]=[C:4]2[C:17](=[CH:18][CH:19]=1)[C:16]1[C:7](=[C:8]3[C:13](=[CH:14][CH:15]=1)[NH:12][C:11]([CH3:21])([CH3:20])[CH:10]=[C:9]3[CH3:22])[C:6](=[O:23])[O:5]2.C(=O)([O-])[O-].[K+].[K+].[C:30]([O:33][CH2:34]C)(=O)C.C(OCC)C. The catalyst is CN(C)C=O. The product is [CH3:30][O:33][CH2:34][O:1][C:2]1[CH:3]=[C:4]2[C:17](=[CH:18][CH:19]=1)[C:16]1[C:7](=[C:8]3[C:13](=[CH:14][CH:15]=1)[NH:12][C:11]([CH3:20])([CH3:21])[CH:10]=[C:9]3[CH3:22])[C:6](=[O:23])[O:5]2. The yield is 0.660.